From a dataset of Forward reaction prediction with 1.9M reactions from USPTO patents (1976-2016). Predict the product of the given reaction. (1) Given the reactants C([N:4]1[C:12]2[C:7](=[CH:8][C:9]([N+:13]([O-:15])=[O:14])=[CH:10][CH:11]=2)[C:6](=[C:16](OCC)[C:17]2[CH:22]=[CH:21][CH:20]=[CH:19][CH:18]=2)[C:5]1=[O:26])(=O)C.[CH3:27][N:28]([CH2:30][C:31]([NH:33][C:34]1[CH:40]=[CH:39][C:37]([NH2:38])=[CH:36][CH:35]=1)=[O:32])[CH3:29].[OH-].[Na+], predict the reaction product. The product is: [CH3:29][N:28]([CH2:30][C:31]([NH:33][C:34]1[CH:35]=[CH:36][C:37]([NH:38]/[C:16](=[C:6]2\[C:5](=[O:26])[NH:4][C:12]3[C:7]\2=[CH:8][C:9]([N+:13]([O-:15])=[O:14])=[CH:10][CH:11]=3)/[C:17]2[CH:18]=[CH:19][CH:20]=[CH:21][CH:22]=2)=[CH:39][CH:40]=1)=[O:32])[CH3:27]. (2) Given the reactants C([N:4]1[CH2:13][CH2:12][C:11]2[C:6](=[CH:7][C:8]([S:14]([Cl:17])(=[O:16])=[O:15])=[CH:9][CH:10]=2)[CH2:5]1)(=O)C.[OH-].[NH4+:19], predict the reaction product. The product is: [ClH:17].[NH2:19][S:14]([C:8]1[CH:7]=[C:6]2[C:11]([CH2:12][CH2:13][NH:4][CH2:5]2)=[CH:10][CH:9]=1)(=[O:16])=[O:15]. (3) Given the reactants [F:1][C:2]([F:23])([F:22])[C:3]1[CH:8]=[CH:7][N:6]=[C:5]([C:9]2[CH2:10][CH2:11][N:12](C(OC(C)(C)C)=O)[CH2:13][CH:14]=2)[CH:4]=1, predict the reaction product. The product is: [F:23][C:2]([F:1])([F:22])[C:3]1[CH:8]=[CH:7][N:6]=[C:5]([C:9]2[CH2:10][CH2:11][NH:12][CH2:13][CH:14]=2)[CH:4]=1. (4) Given the reactants [CH2:1]([C:3]1[CH:28]=[CH:27][C:6]2[N:7]3[C:24]([C:25]#[N:26])=[CH:23][CH:22]=[C:8]3[C:9]3([CH2:15][CH2:14][N:13]([C:16](=[O:21])[C:17]([F:20])([F:19])[F:18])[CH2:12][CH2:11]3)[O:10][C:5]=2[CH:4]=1)C.[Br:29]N1C(=O)CCC1=O.C(C(N=NC(C)(C)C#N)(C)C)#N, predict the reaction product. The product is: [Br:29][CH2:1][C:3]1[CH:28]=[CH:27][C:6]2[N:7]3[C:24]([C:25]#[N:26])=[CH:23][CH:22]=[C:8]3[C:9]3([CH2:15][CH2:14][N:13]([C:16](=[O:21])[C:17]([F:19])([F:20])[F:18])[CH2:12][CH2:11]3)[O:10][C:5]=2[CH:4]=1. (5) Given the reactants C(OC(=O)[N:10]([CH2:18][CH2:19][O:20]CC1C=CC=CC=1)[C@@H:11]([CH3:17])[C:12]([N:14]([CH3:16])[CH3:15])=[O:13])C1C=CC=CC=1.[H][H], predict the reaction product. The product is: [OH:20][CH2:19][CH2:18][NH:10][C@@H:11]([CH3:17])[C:12]([N:14]([CH3:16])[CH3:15])=[O:13]. (6) Given the reactants [Cl:1][C:2]1[CH:8]=[C:7]([O:9][C:10]2[C:19]3[C:14](=[CH:15][C:16]([O:22][CH3:23])=[C:17]([O:20][CH3:21])[CH:18]=3)[N:13]=[CH:12][CH:11]=2)[CH:6]=[CH:5][C:3]=1[NH2:4].C(N(CC)CC)C.ClC(Cl)(O[C:35](=[O:41])OC(Cl)(Cl)Cl)Cl.[NH2:43][C:44]1[S:45][C:46]([C:49]([F:52])([F:51])[F:50])=[N:47][N:48]=1, predict the reaction product. The product is: [Cl:1][C:2]1[CH:8]=[C:7]([O:9][C:10]2[C:19]3[C:14](=[CH:15][C:16]([O:22][CH3:23])=[C:17]([O:20][CH3:21])[CH:18]=3)[N:13]=[CH:12][CH:11]=2)[CH:6]=[CH:5][C:3]=1[NH:4][C:35]([NH:43][C:44]1[S:45][C:46]([C:49]([F:52])([F:51])[F:50])=[N:47][N:48]=1)=[O:41]. (7) Given the reactants [CH3:1][C:2]1[N:3]=[CH:4][C:5]([CH:8]=[N:9][S:10]([C:12]([CH3:15])([CH3:14])[CH3:13])=[O:11])=[N:6][CH:7]=1.C[Mg+].[Br-].[CH3:19]C1N=CC(C=O)=NC=1.CC([S@@](N)=O)(C)C, predict the reaction product. The product is: [CH3:13][C:12]([S:10]([NH:9][C@@H:8]([C:5]1[CH:4]=[N:3][C:2]([CH3:1])=[CH:7][N:6]=1)[CH3:19])=[O:11])([CH3:15])[CH3:14]. (8) Given the reactants CS(C)=O.C(Cl)(=O)C(Cl)=O.[F:11][C:12]1[CH:20]=[CH:19][C:18]2[C:14](=[CH:15][N:16]([CH3:21])[N:17]=2)[C:13]=1[CH2:22][OH:23].C(N(CC)CC)C, predict the reaction product. The product is: [F:11][C:12]1[CH:20]=[CH:19][C:18]2[C:14](=[CH:15][N:16]([CH3:21])[N:17]=2)[C:13]=1[CH:22]=[O:23].